From a dataset of Reaction yield outcomes from USPTO patents with 853,638 reactions. Predict the reaction yield, written as a fraction of the theoretical maximum amount of product (1.0 means a 100% yield; for example, 0.34 means a 34% yield). (1) The reactants are Cl[C:2]1[N:7]=[CH:6][N:5]=[C:4]([NH:8][CH:9]2[CH2:13][CH2:12][N:11](C(OC(C)(C)C)=O)[CH2:10]2)[CH:3]=1.[Cl:21][C:22]1[CH:23]=[C:24]([CH:26]=[CH:27][C:28]=1[F:29])[NH2:25]. The catalyst is CCOC(C)=O. The product is [Cl:21][C:22]1[CH:23]=[C:24]([NH:25][C:2]2[CH:3]=[C:4]([NH:8][CH:9]3[CH2:13][CH2:12][NH:11][CH2:10]3)[N:5]=[CH:6][N:7]=2)[CH:26]=[CH:27][C:28]=1[F:29]. The yield is 0.800. (2) The reactants are [Cl:1][C:2]1[CH:7]=[C:6]([O:8][C:9]2[C:18]3[C:13](=[CH:14][C:15]([O:23][CH3:24])=[C:16]([C:19]([O:21][CH3:22])=[O:20])[CH:17]=3)[N:12]=[CH:11][CH:10]=2)[CH:5]=[CH:4][C:3]=1[NH:25][C:26](=[O:34])OC1C=CC=CC=1.[CH3:35][NH2:36].O. The catalyst is CN(C)C=O.C(OCC)(=O)C.CCCCCC. The product is [Cl:1][C:2]1[CH:7]=[C:6]([CH:5]=[CH:4][C:3]=1[NH:25][C:26]([NH:36][CH3:35])=[O:34])[O:8][C:9]1[C:18]2[C:13](=[CH:14][C:15]([O:23][CH3:24])=[C:16]([C:19]([O:21][CH3:22])=[O:20])[CH:17]=2)[N:12]=[CH:11][CH:10]=1. The yield is 0.850. (3) The reactants are [F:1][C:2]1[CH:3]=[CH:4][C:5]([O:12][CH3:13])=[C:6]([S:8](Cl)(=[O:10])=[O:9])[CH:7]=1.[N:14]1[CH:19]=[CH:18][CH:17]=[C:16]([NH2:20])[CH:15]=1.O. The catalyst is C1COCC1. The product is [F:1][C:2]1[CH:3]=[CH:4][C:5]([O:12][CH3:13])=[C:6]([S:8]([NH:20][C:16]2[CH:15]=[N:14][CH:19]=[CH:18][CH:17]=2)(=[O:10])=[O:9])[CH:7]=1. The yield is 0.520. (4) The reactants are [NH2:1][C:2]1[N:7]=[CH:6][N:5]=[C:4]2[N:8]([CH2:26][C@H:27]3[CH2:31][CH2:30][CH2:29][N:28]3C(OC(C)(C)C)=O)[N:9]=[C:10]([C:11]3[CH:16]=[CH:15][C:14]([O:17][C:18]4[C:23]([F:24])=[CH:22][CH:21]=[CH:20][C:19]=4[F:25])=[CH:13][CH:12]=3)[C:3]=12.FC(F)(F)C(O)=O. The catalyst is ClCCl. The product is [F:25][C:19]1[CH:20]=[CH:21][CH:22]=[C:23]([F:24])[C:18]=1[O:17][C:14]1[CH:13]=[CH:12][C:11]([C:10]2[C:3]3[C:4](=[N:5][CH:6]=[N:7][C:2]=3[NH2:1])[N:8]([CH2:26][C@H:27]3[CH2:31][CH2:30][CH2:29][NH:28]3)[N:9]=2)=[CH:16][CH:15]=1. The yield is 0.880.